Task: Predict the product of the given reaction.. Dataset: Forward reaction prediction with 1.9M reactions from USPTO patents (1976-2016) (1) Given the reactants [CH:1]1([CH:7]([N:9]2[CH:13]=[CH:12][C:11]([C:14]([O:16][CH2:17][CH3:18])=[O:15])=[C:10]2[CH3:19])[CH3:8])[CH2:6][CH2:5][CH2:4][CH2:3][CH2:2]1.C1C(=O)N([Br:27])C(=O)C1, predict the reaction product. The product is: [Br:27][C:13]1[N:9]([CH:7]([CH:1]2[CH2:6][CH2:5][CH2:4][CH2:3][CH2:2]2)[CH3:8])[C:10]([CH3:19])=[C:11]([C:14]([O:16][CH2:17][CH3:18])=[O:15])[CH:12]=1. (2) Given the reactants [CH3:1][O:2][C:3]1[CH:4]=[C:5]([N:11]2[CH2:16][CH2:15][NH:14][CH2:13][CH2:12]2)[CH:6]=[C:7]([O:9][CH3:10])[CH:8]=1.Cl.CN(C)[CH2:20][CH2:21][CH2:22][N:23]=[C:24]=[N:25][CH2:26][CH3:27].[OH2:29].ON1[C:35]2[CH:36]=CC=[CH:39][C:34]=2N=N1, predict the reaction product. The product is: [CH3:1][O:2][C:3]1[CH:4]=[C:5]([N:11]2[CH2:12][CH2:13][N:14]([C:27]([C:26]3[NH:25][CH:24]=[N:23][C:22]=3[C:21]3[CH:20]=[CH:36][CH:35]=[CH:34][CH:39]=3)=[O:29])[CH2:15][CH2:16]2)[CH:6]=[C:7]([O:9][CH3:10])[CH:8]=1. (3) Given the reactants [CH2:1]([O:3][C:4](=[O:18])[CH:5]=[CH:6][C:7]1[C:15]2[C:10](=[CH:11][CH:12]=[C:13]([O:16][CH3:17])[CH:14]=2)[NH:9][CH:8]=1)[CH3:2], predict the reaction product. The product is: [CH2:1]([O:3][C:4](=[O:18])[CH2:5][CH2:6][C:7]1[C:15]2[C:10](=[CH:11][CH:12]=[C:13]([O:16][CH3:17])[CH:14]=2)[NH:9][CH:8]=1)[CH3:2]. (4) Given the reactants [CH3:1][O:2][C:3]1[C:11]([C:12]([F:15])([F:14])[F:13])=[CH:10][C:6]([C:7](O)=[O:8])=[CH:5][C:4]=1[S:16][CH3:17].C1(C)C=CC=CC=1.S(Cl)([Cl:27])=O, predict the reaction product. The product is: [CH3:1][O:2][C:3]1[C:11]([C:12]([F:15])([F:14])[F:13])=[CH:10][C:6]([C:7]([Cl:27])=[O:8])=[CH:5][C:4]=1[S:16][CH3:17]. (5) Given the reactants CN(C)C=O.S(Cl)(Cl)=O.[N:10]1[CH:15]=[CH:14][CH:13]=[C:12]([CH2:16][CH2:17][C:18]([OH:20])=O)[CH:11]=1.[CH3:21][C:22]1[N:27]=[C:26]([C:28]2[N:29]=[C:30]3[N:35]=[C:34]([NH2:36])[CH:33]=[CH:32][N:31]3[C:37]=2[C:38]2[CH:43]=[CH:42][N:41]=[C:40]([S:44][CH3:45])[N:39]=2)[CH:25]=[CH:24][CH:23]=1, predict the reaction product. The product is: [CH3:21][C:22]1[N:27]=[C:26]([C:28]2[N:29]=[C:30]3[N:35]=[C:34]([NH:36][C:18](=[O:20])[CH2:17][CH2:16][C:12]4[CH:11]=[N:10][CH:15]=[CH:14][CH:13]=4)[CH:33]=[CH:32][N:31]3[C:37]=2[C:38]2[CH:43]=[CH:42][N:41]=[C:40]([S:44][CH3:45])[N:39]=2)[CH:25]=[CH:24][CH:23]=1. (6) Given the reactants [CH3:1][C:2]1[C:6]([C:7]2[N:8]([C:20]3[CH:25]=[CH:24][C:23]([OH:26])=[CH:22][CH:21]=3)[C:9]3[C:14]([C:15]=2[C:16]#N)=[CH:13][C:12]([F:18])=[C:11]([F:19])[CH:10]=3)=[C:5]([CH3:27])[O:4][N:3]=1.CC(C[AlH]CC(C)C)C.[OH2:37].Cl, predict the reaction product. The product is: [CH3:1][C:2]1[C:6]([C:7]2[N:8]([C:20]3[CH:21]=[CH:22][C:23]([OH:26])=[CH:24][CH:25]=3)[C:9]3[C:14]([C:15]=2[CH:16]=[O:37])=[CH:13][C:12]([F:18])=[C:11]([F:19])[CH:10]=3)=[C:5]([CH3:27])[O:4][N:3]=1.